Dataset: Reaction yield outcomes from USPTO patents with 853,638 reactions. Task: Predict the reaction yield, written as a fraction of the theoretical maximum amount of product (1.0 means a 100% yield; for example, 0.34 means a 34% yield). (1) The reactants are [Cl:1][C:2]1[C:3]([O:22][CH2:23][CH2:24][N:25]2[CH2:30][CH2:29][O:28][CH2:27][CH2:26]2)=[CH:4][CH:5]=[C:6]2[C:11]=1[N:10]=[C:9]([C:12]1[N:13]=[C:14]([NH:17][CH:18]([CH3:20])[CH3:19])[O:15][CH:16]=1)[CH:8]=[C:7]2[OH:21].C(=O)([O-])[O-].[Cs+].[Cs+].[CH3:37][O:38][C:39]([C:41]1([NH:46][C:47]([CH:49]2[CH2:53][CH:52](OS(C3C=CC(Br)=CC=3)(=O)=O)[CH2:51][N:50]2[C:65](=[O:79])[CH:66]([NH:71][C:72]([O:74][C:75]([CH3:78])([CH3:77])[CH3:76])=[O:73])[C:67]([CH3:70])([CH3:69])[CH3:68])=[O:48])[CH2:43][CH:42]1[CH:44]=[CH2:45])=[O:40].C(=O)(O)[O-].[Na+]. The catalyst is CN1C(=O)CCC1.CCOC(C)=O.[Cl-].[Li+].CO. The product is [CH3:37][O:38][C:39]([C:41]1([NH:46][C:47]([CH:49]2[CH2:53][CH:52]([O:21][C:7]3[C:6]4[C:11](=[C:2]([Cl:1])[C:3]([O:22][CH2:23][CH2:24][N:25]5[CH2:26][CH2:27][O:28][CH2:29][CH2:30]5)=[CH:4][CH:5]=4)[N:10]=[C:9]([C:12]4[N:13]=[C:14]([NH:17][CH:18]([CH3:19])[CH3:20])[O:15][CH:16]=4)[CH:8]=3)[CH2:51][N:50]2[C:65](=[O:79])[CH:66]([NH:71][C:72]([O:74][C:75]([CH3:78])([CH3:77])[CH3:76])=[O:73])[C:67]([CH3:70])([CH3:69])[CH3:68])=[O:48])[CH2:43][CH:42]1[CH:44]=[CH2:45])=[O:40]. The yield is 0.990. (2) The reactants are [NH2:1][C:2]1[CH:3]=[C:4]([OH:8])[CH:5]=[CH:6][CH:7]=1.[CH:9](=O)[C:10]1[CH:15]=[CH:14][CH:13]=[CH:12][CH:11]=1.C(O)(=O)C.C([BH3-])#N.[Na+]. The catalyst is CO. The product is [CH2:9]([NH:1][C:2]1[CH:3]=[C:4]([OH:8])[CH:5]=[CH:6][CH:7]=1)[C:10]1[CH:15]=[CH:14][CH:13]=[CH:12][CH:11]=1. The yield is 0.910.